Dataset: Catalyst prediction with 721,799 reactions and 888 catalyst types from USPTO. Task: Predict which catalyst facilitates the given reaction. (1) The catalyst class is: 190. Product: [C:1]([O:5][CH2:6][CH2:7][C:8]1[CH:9]=[CH:10][C:11]([N:14]2[C:18]3[CH:19]=[CH:20][C:21]([NH2:23])=[CH:22][C:17]=3[N:16]=[C:15]2[CH2:26][CH3:27])=[CH:12][CH:13]=1)(=[O:4])[CH2:2][CH3:3]. Reactant: [C:1]([O:5][CH2:6][CH2:7][C:8]1[CH:13]=[CH:12][C:11]([N:14]2[C:18]3[CH:19]=[CH:20][C:21]([N+:23]([O-])=O)=[CH:22][C:17]=3[N:16]=[C:15]2[CH2:26][CH3:27])=[CH:10][CH:9]=1)(=[O:4])[CH2:2][CH3:3].[Cl-].[NH4+]. (2) The catalyst class is: 6. Product: [C:20]([C:16]1[CH:15]=[C:14]([N:7]2[C:8]3[C:13](=[CH:12][CH:11]=[CH:10][CH:9]=3)[C:5]([CH2:4][C:1]([O:3][CH2:31][CH3:32])=[O:2])=[C:6]2[C:23]([OH:25])=[O:24])[CH:19]=[CH:18][CH:17]=1)([OH:22])=[O:21]. Reactant: [C:1]([CH2:4][C:5]1[C:13]2[C:8](=[CH:9][CH:10]=[CH:11][CH:12]=2)[N:7]([C:14]2[CH:19]=[CH:18][CH:17]=[C:16]([C:20]([OH:22])=[O:21])[CH:15]=2)[C:6]=1[C:23]([OH:25])=[O:24])([OH:3])=[O:2].OS(O)(=O)=O.[CH2:31](O)[CH3:32]. (3) Reactant: [NH2:1][C:2]1[N:7]=[CH:6][N:5]=[C:4]2[N:8]([CH:12]([C:14]3[C:24]4[O:23][CH2:22][CH2:21][N:20](C(OC(C)(C)C)=O)[CH2:19][C:18]=4[C:17]([CH3:32])=[C:16]([Cl:33])[CH:15]=3)[CH3:13])[N:9]=[C:10]([CH3:11])[C:3]=12.Cl.O=[C:36]1[CH2:39][N:38]([C:40]([O:42][C:43]([CH3:46])([CH3:45])[CH3:44])=[O:41])[CH2:37]1.C([BH3-])#N.[Na+]. Product: [NH2:1][C:2]1[N:7]=[CH:6][N:5]=[C:4]2[N:8]([CH:12]([C:14]3[C:24]4[O:23][CH2:22][CH2:21][N:20]([CH:36]5[CH2:37][N:38]([C:40]([O:42][C:43]([CH3:46])([CH3:45])[CH3:44])=[O:41])[CH2:39]5)[CH2:19][C:18]=4[C:17]([CH3:32])=[C:16]([Cl:33])[CH:15]=3)[CH3:13])[N:9]=[C:10]([CH3:11])[C:3]=12. The catalyst class is: 12. (4) Reactant: I[C:2]1[C:6]2[N:7]=[CH:8][N:9]=[C:10]([NH2:11])[C:5]=2[N:4]([C:12]2[CH:17]=[CH:16][C:15]([N+:18]([O-:20])=[O:19])=[C:14]([O:21][CH3:22])[CH:13]=2)[N:3]=1.CC1(C)C(C)(C)OB([C:31]2[CH2:32][CH2:33][N:34]([C:37]([O:39][C:40]([CH3:43])([CH3:42])[CH3:41])=[O:38])[CH2:35][CH:36]=2)O1.C(=O)([O-])[O-].[Na+].[Na+]. Product: [NH2:11][C:10]1[C:5]2[N:4]([C:12]3[CH:17]=[CH:16][C:15]([N+:18]([O-:20])=[O:19])=[C:14]([O:21][CH3:22])[CH:13]=3)[N:3]=[C:2]([C:31]3[CH2:36][CH2:35][N:34]([C:37]([O:39][C:40]([CH3:43])([CH3:42])[CH3:41])=[O:38])[CH2:33][CH:32]=3)[C:6]=2[N:7]=[CH:8][N:9]=1. The catalyst class is: 108. (5) Reactant: [NH2:1][C:2]1[CH:12]=[CH:11][C:5]([C:6]([O:8][CH2:9][CH3:10])=[O:7])=[CH:4][CH:3]=1.[N:13]1[C:22]2[C:17](=[CH:18][CH:19]=[CH:20][C:21]=2[S:23](Cl)(=[O:25])=[O:24])[CH:16]=[CH:15][CH:14]=1. Product: [N:13]1[C:22]2[C:17](=[CH:18][CH:19]=[CH:20][C:21]=2[S:23]([NH:1][C:2]2[CH:3]=[CH:4][C:5]([C:6]([O:8][CH2:9][CH3:10])=[O:7])=[CH:11][CH:12]=2)(=[O:25])=[O:24])[CH:16]=[CH:15][CH:14]=1. The catalyst class is: 17. (6) Reactant: C[O:2][CH:3]1[C:11]2[C:6](=[CH:7][CH:8]=[CH:9][C:10]=2[N+:12]([O-:14])=[O:13])[C:5](=[O:15])[O:4]1.Cl. Product: [OH:2][CH:3]1[C:11]2[C:6](=[CH:7][CH:8]=[CH:9][C:10]=2[N+:12]([O-:14])=[O:13])[C:5](=[O:15])[O:4]1. The catalyst class is: 6. (7) Reactant: [CH3:1][O:2][C:3]1[CH:11]=[C:10]2[C:6]([CH2:7][CH2:8][C:9]2=[O:12])=[CH:5][CH:4]=1.[BH4-].[Na+]. Product: [CH3:1][O:2][C:3]1[CH:11]=[C:10]2[C:6]([CH2:7][CH2:8][CH:9]2[OH:12])=[CH:5][CH:4]=1. The catalyst class is: 87.